Dataset: Forward reaction prediction with 1.9M reactions from USPTO patents (1976-2016). Task: Predict the product of the given reaction. Given the reactants Br[C:2]1[CH:7]=[CH:6][C:5]([C:8]2[O:12][N:11]=[C:10]([CH3:13])[C:9]=2[CH:14]([OH:24])[CH2:15]/[CH:16]=[CH:17]/[C:18]2[CH:23]=[CH:22][CH:21]=[CH:20][CH:19]=2)=[CH:4][CH:3]=1.[CH2:25]([O:27][C:28]([C@@H:30]1[CH2:32][C@@H:31]1[C:33]1[CH:38]=[CH:37][C:36](B2OC(C)(C)C(C)(C)O2)=[CH:35][CH:34]=1)=[O:29])[CH3:26], predict the reaction product. The product is: [CH2:25]([O:27][C:28]([C@@H:30]1[CH2:32][C@@H:31]1[C:33]1[CH:38]=[CH:37][C:36]([C:2]2[CH:7]=[CH:6][C:5]([C:8]3[O:12][N:11]=[C:10]([CH3:13])[C:9]=3[CH:14]([OH:24])[CH2:15]/[CH:16]=[CH:17]/[C:18]3[CH:23]=[CH:22][CH:21]=[CH:20][CH:19]=3)=[CH:4][CH:3]=2)=[CH:35][CH:34]=1)=[O:29])[CH3:26].